Task: Predict the reactants needed to synthesize the given product.. Dataset: Full USPTO retrosynthesis dataset with 1.9M reactions from patents (1976-2016) (1) Given the product [CH2:24]([O:23][C:21](=[O:22])[CH:20]=[CH:37][C:33]1[N:32]([CH3:31])[CH:36]=[CH:35][CH:34]=1)[C:25]1[CH:26]=[CH:27][CH:28]=[CH:29][CH:30]=1, predict the reactants needed to synthesize it. The reactants are: C1(P(=[CH:20][C:21]([O:23][CH2:24][C:25]2[CH:30]=[CH:29][CH:28]=[CH:27][CH:26]=2)=[O:22])(C2C=CC=CC=2)C2C=CC=CC=2)C=CC=CC=1.[CH3:31][N:32]1[CH:36]=[CH:35][CH:34]=[C:33]1[CH:37]=O. (2) Given the product [C:15]([OH:20])(=[O:19])[C:16]([OH:18])=[O:17].[CH3:1][NH:2][CH:3]([CH2:5]/[CH:6]=[CH:7]/[C:8]1[CH:9]=[N:10][C:11]([OH:14])=[CH:12][CH:13]=1)[CH3:4], predict the reactants needed to synthesize it. The reactants are: [CH3:1][NH:2][CH:3]([CH2:5]/[CH:6]=[CH:7]/[C:8]1[CH:9]=[N:10][C:11]([OH:14])=[CH:12][CH:13]=1)[CH3:4].[C:15]([OH:20])(=[O:19])[C:16]([OH:18])=[O:17].CC(O)C. (3) Given the product [CH:15]([N:18]1[CH2:23][CH2:22][N:21]([C:12]([C:9]2[CH:10]=[C:11]3[C:6]([C:34]([CH:35]=[O:33])=[CH:1][NH:3]3)=[CH:7][CH:8]=2)=[O:13])[CH2:20][CH2:19]1)([CH3:17])[CH3:16], predict the reactants needed to synthesize it. The reactants are: [CH:1]([N:3]1[C:11]2[C:6](=[CH:7][CH:8]=[C:9]([C:12](O)=[O:13])[CH:10]=2)C=C1)=O.[CH:15]([N:18]1[CH2:23][CH2:22][NH:21][CH2:20][CH2:19]1)([CH3:17])[CH3:16].C1C=CC2N([OH:33])N=NC=2C=1.[CH2:34](Cl)[CH2:35]Cl. (4) Given the product [F:1][C:2]1[CH:3]=[CH:4][C:5]([N:8]2[CH2:21][CH2:20][C:11]3[N:12]([CH2:30][CH2:29][C:26]4[CH:25]=[N:24][C:23]([CH3:22])=[CH:28][CH:27]=4)[C:13]4[CH:14]=[CH:15][C:16]([CH3:19])=[CH:17][C:18]=4[C:10]=3[CH2:9]2)=[CH:6][CH:7]=1, predict the reactants needed to synthesize it. The reactants are: [F:1][C:2]1[CH:7]=[CH:6][C:5]([N:8]2[CH2:21][CH2:20][C:11]3[NH:12][C:13]4[CH:14]=[CH:15][C:16]([CH3:19])=[CH:17][C:18]=4[C:10]=3[CH2:9]2)=[CH:4][CH:3]=1.[CH3:22][C:23]1[CH:28]=[CH:27][C:26]([CH:29]=[CH2:30])=[CH:25][N:24]=1.[OH-].[K+]. (5) Given the product [F:45][C:42]1[CH:41]=[CH:40][C:39]([CH2:38][C:37]2[C:32]([N:16]3[CH2:15][C:14]4[CH:20]=[C:10]([B:5]5[O:4][C:3]([CH3:21])([CH3:2])[C:7]([CH3:8])([CH3:9])[O:6]5)[CH:11]=[CH:12][C:13]=4[O:19][CH2:18][CH2:17]3)=[N:33][CH:34]=[N:35][C:36]=2[CH3:46])=[CH:44][CH:43]=1, predict the reactants needed to synthesize it. The reactants are: Cl.[CH3:2][C:3]1([CH3:21])[C:7]([CH3:9])([CH3:8])[O:6][B:5]([C:10]2[CH:11]=[CH:12][C:13]3[O:19][CH2:18][CH2:17][NH:16][CH2:15][C:14]=3[CH:20]=2)[O:4]1.CCN(C(C)C)C(C)C.Cl[C:32]1[C:37]([CH2:38][C:39]2[CH:44]=[CH:43][C:42]([F:45])=[CH:41][CH:40]=2)=[C:36]([CH3:46])[N:35]=[CH:34][N:33]=1. (6) The reactants are: [Cl:1][C:2]1[CH:7]=[C:6]([N:8]2[CH2:13][CH2:12][N:11]([CH2:14][CH3:15])[CH2:10][CH2:9]2)[CH:5]=[CH:4][C:3]=1[CH2:16]O.P(Br)(Br)[Br:19]. Given the product [Br:19][CH2:16][C:3]1[CH:4]=[CH:5][C:6]([N:8]2[CH2:13][CH2:12][N:11]([CH2:14][CH3:15])[CH2:10][CH2:9]2)=[CH:7][C:2]=1[Cl:1], predict the reactants needed to synthesize it. (7) The reactants are: [F:1][C:2]1[CH:3]=[N:4][C:5]([O:18][C:19]2[CH:24]=[CH:23][CH:22]=[C:21](SC)[CH:20]=2)=[C:6]([CH:17]=1)[C:7]([NH:9][C@H:10]1[CH2:15][CH2:14][C@H:13]([OH:16])[CH2:12][CH2:11]1)=[O:8].O[O:28][S:29]([O-:31])=O.[K+].[CH:33](O)(C)C. Given the product [NH3:4].[F:1][C:2]1[CH:3]=[N:4][C:5]([O:18][C:19]2[CH:20]=[CH:21][CH:22]=[C:23]([S:29]([CH3:33])(=[O:31])=[O:28])[CH:24]=2)=[C:6]([CH:17]=1)[C:7]([NH:9][C@H:10]1[CH2:15][CH2:14][C@H:13]([OH:16])[CH2:12][CH2:11]1)=[O:8], predict the reactants needed to synthesize it.